From a dataset of Forward reaction prediction with 1.9M reactions from USPTO patents (1976-2016). Predict the product of the given reaction. (1) Given the reactants [Cl:1][C:2]1[CH:11]=[CH:10][C:9]2[NH:8][C:7](=O)[C:6]3=[N:13][O:14][CH:15]=[C:5]3[C:4]=2[CH:3]=1.C(N(CC)C(C)C)(C)C.O=P(Cl)(Cl)[Cl:27], predict the reaction product. The product is: [Cl:27][C:7]1[C:6]2=[N:13][O:14][CH:15]=[C:5]2[C:4]2[CH:3]=[C:2]([Cl:1])[CH:11]=[CH:10][C:9]=2[N:8]=1. (2) Given the reactants [F:1][CH:2]([F:21])[C:3]1[N:13]=[CH:12][C:11]([CH2:14][NH:15][C:16](=[O:20])[CH:17]([CH3:19])[CH3:18])=[CH:10][C:4]=1[C:5]([O:7]CC)=[O:6].[Li+].[OH-], predict the reaction product. The product is: [F:21][CH:2]([F:1])[C:3]1[N:13]=[CH:12][C:11]([CH2:14][NH:15][C:16](=[O:20])[CH:17]([CH3:19])[CH3:18])=[CH:10][C:4]=1[C:5]([OH:7])=[O:6]. (3) Given the reactants C(OC([N:8]1[C:12]([C:14]2[CH:19]=[CH:18][CH:17]=[C:16]([Br:20])[CH:15]=2)([CH3:13])[CH2:11][O:10][S:9]1(=[O:22])=[O:21])=O)(C)(C)C.C(Cl)Cl, predict the reaction product. The product is: [Br:20][C:16]1[CH:15]=[C:14]([C:12]2([CH3:13])[CH2:11][O:10][S:9](=[O:22])(=[O:21])[NH:8]2)[CH:19]=[CH:18][CH:17]=1. (4) Given the reactants F[C:2]1[CH:7]=[C:6]([F:8])[CH:5]=[CH:4][C:3]=1[C:9]1C=C(CO)C(=O)N(CC(C)C)N=1.[F:22][C:23]1[CH:24]=[C:25]([C:31]2[CH:32]=[C:33]([C:38]([O:40][CH3:41])=[O:39])[C:34](=[O:37])[NH:35][N:36]=2)[CH:26]=[CH:27][C:28]=1[O:29][CH3:30].FC1C=CC(CCl)=CC=1, predict the reaction product. The product is: [F:8][C:6]1[CH:7]=[CH:2][C:3]([CH2:9][N:35]2[C:34](=[O:37])[C:33]([C:38]([O:40][CH3:41])=[O:39])=[CH:32][C:31]([C:25]3[CH:26]=[CH:27][C:28]([O:29][CH3:30])=[C:23]([F:22])[CH:24]=3)=[N:36]2)=[CH:4][CH:5]=1. (5) Given the reactants [CH3:1][O:2][C:3]1[CH:4]=[C:5]([NH:15][C:16]([NH2:18])=[S:17])[CH:6]=[CH:7][C:8]=1[N:9]1[CH:13]=[C:12]([CH3:14])[N:11]=[CH:10]1.Cl[CH2:20][C:21](=O)[C:22]([CH3:33])([C:24]1[CH:29]=[C:28]([F:30])[C:27]([F:31])=[C:26]([F:32])[CH:25]=1)[CH3:23], predict the reaction product. The product is: [CH3:1][O:2][C:3]1[CH:4]=[C:5]([NH:15][C:16]2[S:17][CH:20]=[C:21]([C:22]([CH3:33])([C:24]3[CH:25]=[C:26]([F:32])[C:27]([F:31])=[C:28]([F:30])[CH:29]=3)[CH3:23])[N:18]=2)[CH:6]=[CH:7][C:8]=1[N:9]1[CH:13]=[C:12]([CH3:14])[N:11]=[CH:10]1. (6) Given the reactants C[Si](C)(C)[N-][Si](C)(C)C.[Li+].[Cl:11][C:12]1[CH:17]=[CH:16][C:15]([CH:18]2[CH2:23][CH2:22][CH:21]([C:24]([O:26][CH3:27])=[O:25])[CH2:20][CH2:19]2)=[CH:14][CH:13]=1.[CH2:28](Br)[CH:29]=[CH2:30], predict the reaction product. The product is: [CH2:30]([C:21]1([C:24]([O:26][CH3:27])=[O:25])[CH2:20][CH2:19][CH:18]([C:15]2[CH:14]=[CH:13][C:12]([Cl:11])=[CH:17][CH:16]=2)[CH2:23][CH2:22]1)[CH:29]=[CH2:28]. (7) Given the reactants [CH2:1]([NH:5][C:6]1[CH:7]=[C:8]([C:12]2[CH:17]=[CH:16][C:15]([C:18]([F:21])([F:20])[F:19])=[CH:14][CH:13]=2)[CH:9]=[CH:10][CH:11]=1)[CH2:2][CH2:3][CH3:4].Cl[S:23]([C:26]1[CH:38]=[CH:37][C:29]([O:30][CH2:31][C:32]([O:34][CH2:35][CH3:36])=[O:33])=[C:28]([CH3:39])[CH:27]=1)(=[O:25])=[O:24].C(N(CC)CC)C.S(Cl)(Cl)(=O)=O, predict the reaction product. The product is: [CH2:1]([N:5]([C:6]1[CH:7]=[C:8]([C:12]2[CH:13]=[CH:14][C:15]([C:18]([F:19])([F:20])[F:21])=[CH:16][CH:17]=2)[CH:9]=[CH:10][CH:11]=1)[S:23]([C:26]1[CH:38]=[CH:37][C:29]([O:30][CH2:31][C:32]([O:34][CH2:35][CH3:36])=[O:33])=[C:28]([CH3:39])[CH:27]=1)(=[O:25])=[O:24])[CH2:2][CH2:3][CH3:4]. (8) The product is: [CH2:25]([N:16]1[C:17]2[C:22](=[CH:21][CH:20]=[CH:19][CH:18]=2)[C:23]([OH:24])=[C:14]([C:8]2[NH:7][C:6]3[S:5][CH:4]=[C:3]([CH2:2][NH:1][C:41](=[O:42])[CH2:40][OH:43])[C:11]=3[S:10](=[O:13])(=[O:12])[N:9]=2)[C:15]1=[O:32])[C:26]1[CH:31]=[CH:30][CH:29]=[CH:28][CH:27]=1. Given the reactants [NH2:1][CH2:2][C:3]1[C:11]2[S:10](=[O:13])(=[O:12])[N:9]=[C:8]([C:14]3[C:15](=[O:32])[N:16]([CH2:25][C:26]4[CH:31]=[CH:30][CH:29]=[CH:28][CH:27]=4)[C:17]4[C:22]([C:23]=3[OH:24])=[CH:21][CH:20]=[CH:19][CH:18]=4)[NH:7][C:6]=2[S:5][CH:4]=1.C(N(CC)CC)C.[C:40](O)(=[O:43])[CH2:41][OH:42].Cl.CN(C)CCCN=C=NCC, predict the reaction product. (9) Given the reactants [CH3:1][O:2][C:3](=[O:44])[CH2:4][NH:5][C:6]1[CH:11]=[CH:10][C:9]([CH2:12][N:13]2[CH:17]=[C:16]([C:18]3[CH:23]=[CH:22][C:21]([Cl:24])=[CH:20][C:19]=3[Cl:25])[N:15]=[C:14]2/[CH:26]=[CH:27]/[C:28]2[CH:33]=[CH:32][C:31]([C:34]3[CH:39]=[CH:38][C:37]([C:40]([F:43])([F:42])[F:41])=[CH:36][CH:35]=3)=[CH:30][CH:29]=2)=[CH:8][CH:7]=1.I[CH3:46], predict the reaction product. The product is: [CH3:1][O:2][C:3](=[O:44])[CH2:4][N:5]([C:6]1[CH:7]=[CH:8][C:9]([CH2:12][N:13]2[CH:17]=[C:16]([C:18]3[CH:23]=[CH:22][C:21]([Cl:24])=[CH:20][C:19]=3[Cl:25])[N:15]=[C:14]2/[CH:26]=[CH:27]/[C:28]2[CH:33]=[CH:32][C:31]([C:34]3[CH:35]=[CH:36][C:37]([C:40]([F:42])([F:43])[F:41])=[CH:38][CH:39]=3)=[CH:30][CH:29]=2)=[CH:10][CH:11]=1)[CH3:46]. (10) Given the reactants [Cl:1][C:2]1[CH:3]=[CH:4][C:5]([OH:11])=[C:6]([CH:10]=1)[C:7]([OH:9])=[O:8].[CH2:12](Br)[C:13]1[CH:18]=[CH:17][CH:16]=[CH:15][CH:14]=1.C(=O)([O-])[O-].[K+].[K+], predict the reaction product. The product is: [Cl:1][C:2]1[CH:3]=[CH:4][C:5]([O:11][CH2:7][C:6]2[CH:10]=[CH:2][CH:3]=[CH:4][CH:5]=2)=[C:6]([CH:10]=1)[C:7]([O:9][CH2:12][C:13]1[CH:18]=[CH:17][CH:16]=[CH:15][CH:14]=1)=[O:8].